This data is from Full USPTO retrosynthesis dataset with 1.9M reactions from patents (1976-2016). The task is: Predict the reactants needed to synthesize the given product. Given the product [CH3:1][N:2]([CH3:38])[C:3]([CH3:37])([CH2:28][OH:29])[CH:4]([NH:11][C:12]([C:14]1[C:23]2[C:18](=[CH:19][CH:20]=[CH:21][CH:22]=2)[N:17]=[C:16]([C:24]([F:25])([F:26])[F:27])[CH:15]=1)=[O:13])[C:5]1[CH:10]=[CH:9][CH:8]=[CH:7][CH:6]=1, predict the reactants needed to synthesize it. The reactants are: [CH3:1][N:2]([CH3:38])[C:3]([CH3:37])([CH2:28][O:29][Si](C(C)(C)C)(C)C)[CH:4]([NH:11][C:12]([C:14]1[C:23]2[C:18](=[CH:19][CH:20]=[CH:21][CH:22]=2)[N:17]=[C:16]([C:24]([F:27])([F:26])[F:25])[CH:15]=1)=[O:13])[C:5]1[CH:10]=[CH:9][CH:8]=[CH:7][CH:6]=1.[F-].C([N+](CCCC)(CCCC)CCCC)CCC.C(OCC)(=O)C.CCCCC.